This data is from Drug-target binding data from BindingDB using Ki measurements. The task is: Regression. Given a target protein amino acid sequence and a drug SMILES string, predict the binding affinity score between them. We predict pKi (pKi = -log10(Ki in M); higher means stronger inhibition). Dataset: bindingdb_ki. (1) The compound is OC[C@H]1N[C@@H](Cn2cnc3c(O)ncnc32)[C@H](O)[C@@H]1O. The target protein (Q27546) has sequence MPKKIILDCDPGLDDAVAILLAHGNPEIELLAITTVVGNQTLAKVTRNAQLVADIAGITGVPIAAGCDKPLVRKIMTAGHIHGESGMGTVAYPAEFKNKVDERHAVNLIIDLVMSHEPKTITLVPTGGLTNIAMAARLEPRIVDRVKEVVLMGGGYHEGNATSVAEFNIIIDPEAAHIVFNESWQVTMVGLDLTHQALATPPILQRVKEVDTNPARFMLEIMDYYTKIYQSNRYMAAAAVHDPCAVAYVIDPSVMTTERVPVDIELTGKLTLGMTVADFRNPRPEHCHTQVAVKLDFEKFWGLVLDALERIGDPQ. The pKi is 5.3. (2) The drug is O=C(O)c1ccc(O)cc1OCc1ccccc1. The target protein (P00438) has sequence MKTQVAIIGAGPSGLLLGQLLHKAGIDNVILERQTPDYVLGRIRAGVLEQGMVDLLREAGVDRRMARDGLVHEGVEIAFAGQRRRIDLKRLSGGKTVTVYGQTEVTRDLMEAREACGATTVYQAAEVRLHDLQGERPYVTFERDGERLRLDCDYIAGCDGFHGISRQSIPAERLKVFERVYPFGWLGLLADTPPVSHELIYANHPRGFALCSQRSATRSRYYVQVPLTEKVEDWSDERFWTELKARLPAEVAEKLVTGPSLEKSIAPLRSFVVEPMQHGRLFLAGDAAHIVPPTGAKGLNLAASDVSTLYRLLLKAYREGRGELLERYSAICLRRIWKAERFSWWMTSVLHRFPDTDAFSQRIQQTELEYYLGSEAGLATIAENYVGLPYEEIE. The pKi is 7.2. (3) The drug is NC(=O)Cn1cnc2c(Br)c(Br)c(Br)c(Br)c21. The pKi is 5.8. The target protein (P19139) has sequence MSGPVPSRARVYTDVNTHRPREYWDYESHVVEWGNQDDYQLVRKLGRGKYSEVFEAINITNNEKVVVKILKPVKKKKIKREIKILENLRGGPNIITLADIVKDPVSRTPALVFEHVNNTDFKQLYQTLTDYDIRFYMYEILKALDYCHSMGIMHRDVKPHNVMIDHEHRKLRLIDWGLAEFYHPGQEYNVRVASRYFKGPELLVDYQMYDYSLDMWSLGCMLASMIFRKEPFFHGHDNYDQLVRIAKVLGTEDLYDYIDKYNIELDPRFNDILGRHSRKRWERFVHSENQHLVSPEALDFLDKLLRYDHQSRLTAREAMEHPYFYTVVKDQARMSSAGMAGGSTPVSSANMMSGISSVPTPSPLGPLAGSPVIAAANSLGIPVPAAAGAQQ. (4) The compound is CCCCCCCCc1ccc(-c2noc([C@@H]3CCN(C(=N)N)C3)n2)cc1. The target protein (Q9NYA1) has sequence MDPAGGPRGVLPRPCRVLVLLNPRGGKGKALQLFRSHVQPLLAEAEISFTLMLTERRNHARELVRSEELGRWDALVVMSGDGLMHEVVNGLMERPDWETAIQKPLCSLPAGSGNALAASLNHYAGYEQVTNEDLLTNCTLLLCRRLLSPMNLLSLHTASGLRLFSVLSLAWGFIADVDLESEKYRRLGEMRFTLGTFLRLAALRTYRGRLAYLPVGRVGSKTPASPVVVQQGPVDAHLVPLEEPVPSHWTVVPDEDFVLVLALLHSHLGSEMFAAPMGRCAAGVMHLFYVRAGVSRAMLLRLFLAMEKGRHMEYECPYLVYVPVVAFRLEPKDGKGVFAVDGELMVSEAVQGQVHPNYFWMVSGCVEPPPSWKPQQMPPPEEPL. The pKi is 5.0. (5) The small molecule is C[C@@H]1CCCN1CCc1cc2cc(-c3ccc(C#N)cc3)ccc2o1. The target protein sequence is FLLNLAISDFLVGAFCIPLYVPYVLTGRWPFSRGLCKLWLVVDYLLCTSSVFNIVLISYDRFLSVTRAVSYRAQQGDTRRAVQKMVLVWVLAFLLYGPAILSWEHLSGGSSIPEGHCYAEFFYNWYFLITASTLEFFTPFLSVTFFN. The pKi is 8.4. (6) The drug is O=C(O)c1sccc1SCc1ccc(Cl)c(Cl)c1. The target protein (P23470) has sequence MRRLLEPCWWILFLKITSSVLHYVVCFPALTEGYVGALHENRHGSAVQIRRRKASGDPYWAYSGAYGPEHWVTSSVSCGGRHQSPIDILDQYARVGEEYQELQLDGFDNESSNKTWMKNTGKTVAILLKDDYFVSGAGLPGRFKAEKVEFHWGHSNGSAGSEHSINGRRFPVEMQIFFYNPDDFDSFQTAISENRIIGAMAIFFQVSPRDNSALDPIIHGLKGVVHHEKETFLDPFVLRDLLPASLGSYYRYTGSLTTPPCSEIVEWIVFRRPVPISYHQLEAFYSIFTTEQQDHVKSVEYLRNNFRPQQRLHDRVVSKSAVRDSWNHDMTDFLENPLGTEASKVCSSPPIHMKVQPLNQTALQVSWSQPETIYHPPIMNYMISYSWTKNEDEKEKTFTKDSDKDLKATISHVSPDSLYLFRVQAVCRNDMRSDFSQTMLFQANTTRIFQGTRIVKTGVPTASPASSADMAPISSGSSTWTSSGIPFSFVSMATGMGPSS.... The pKi is 5.6. (7) The compound is Cc1cc(F)ccc1/C(=C\CCN1CCC[C@@H](C(=O)O)C1)c1ccccc1C(F)(F)F. The target protein (P30531) has sequence MATNGSKVADGQISTEVSEAPVANDKPKTLVVKVQKKAADLPDRDTWKGRFDFLMSCVGYAIGLGNVWRFPYLCGKNGGGAFLIPYFLTLIFAGVPLFLLECSLGQYTSIGGLGVWKLAPMFKGVGLAAAVLSFWLNIYYIVIISWAIYYLYNSFTTTLPWKQCDNPWNTDRCFSNYSMVNTTNMTSAVVEFWERNMHQMTDGLDKPGQIRWPLAITLAIAWILVYFCIWKGVGWTGKVVYFSATYPYIMLIILFFRGVTLPGAKEGILFYITPNFRKLSDSEVWLDAATQIFFSYGLGLGSLIALGSYNSFHNNVYRDSIIVCCINSCTSMFAGFVIFSIVGFMAHVTKRSIADVAASGPGLAFLAYPEAVTQLPISPLWAILFFSMLLMLGIDSQFCTVEGFITALVDEYPRLLRNRRELFIAAVCIISYLIGLSNITQGGIYVFKLFDYYSASGMSLLFLVFFECVSISWFYGVNRFYDNIQEMVGSRPCIWWKLCW.... The pKi is 7.4.